From a dataset of Reaction yield outcomes from USPTO patents with 853,638 reactions. Predict the reaction yield, written as a fraction of the theoretical maximum amount of product (1.0 means a 100% yield; for example, 0.34 means a 34% yield). (1) The reactants are Cl[C:2]1[C:7](Cl)=[N:6][CH:5]=[CH:4][N:3]=1.[CH3:9][C:10]1[CH:11]=[C:12](B(O)O)[CH:13]=[C:14]([CH3:16])[CH:15]=1.C(=O)([O-])[O-].[Na+].[Na+]. The catalyst is Cl[Pd](Cl)([P](C1C=CC=CC=1)(C1C=CC=CC=1)C1C=CC=CC=1)[P](C1C=CC=CC=1)(C1C=CC=CC=1)C1C=CC=CC=1.O.C(#N)C. The product is [CH3:9][C:10]1[CH:11]=[C:12]([C:2]2[C:7]([C:12]3[CH:13]=[C:14]([CH3:16])[CH:15]=[C:10]([CH3:9])[CH:11]=3)=[N:6][CH:5]=[CH:4][N:3]=2)[CH:13]=[C:14]([CH3:16])[CH:15]=1. The yield is 0.440. (2) The reactants are Br[C:2]1[CH:3]=[C:4]([N:21]([C@H:24]2[CH2:29][CH2:28][C@H:27]([N:30]([CH3:32])[CH3:31])[CH2:26][CH2:25]2)[CH2:22][CH3:23])[C:5]([CH3:20])=[C:6]([CH:19]=1)[C:7]([NH:9][CH2:10][C:11]1[C:12](=[O:18])[N:13]([CH3:17])[NH:14][C:15]=1[CH3:16])=[O:8].[CH3:33][O:34][CH2:35][CH2:36][O:37][C:38]1[CH:43]=[CH:42][C:41](B2OC(C)(C)C(C)(C)O2)=[CH:40][CH:39]=1.C([O-])([O-])=O.[Na+].[Na+]. The catalyst is O1CCOCC1.O.O.C1C=CC([P]([Pd]([P](C2C=CC=CC=2)(C2C=CC=CC=2)C2C=CC=CC=2)([P](C2C=CC=CC=2)(C2C=CC=CC=2)C2C=CC=CC=2)[P](C2C=CC=CC=2)(C2C=CC=CC=2)C2C=CC=CC=2)(C2C=CC=CC=2)C2C=CC=CC=2)=CC=1. The product is [CH3:17][N:13]1[C:12](=[O:18])[C:11]([CH2:10][NH:9][C:7]([C:6]2[CH:19]=[C:2]([C:41]3[CH:42]=[CH:43][C:38]([O:37][CH2:36][CH2:35][O:34][CH3:33])=[CH:39][CH:40]=3)[CH:3]=[C:4]([N:21]([C@H:24]3[CH2:29][CH2:28][C@H:27]([N:30]([CH3:32])[CH3:31])[CH2:26][CH2:25]3)[CH2:22][CH3:23])[C:5]=2[CH3:20])=[O:8])=[C:15]([CH3:16])[NH:14]1. The yield is 0.132.